This data is from Forward reaction prediction with 1.9M reactions from USPTO patents (1976-2016). The task is: Predict the product of the given reaction. (1) Given the reactants [CH3:1][O:2][C:3]1[CH:8]=[CH:7][C:6]([C:9]([NH:24][C:25]2[O:26][C:27]([CH3:43])([CH3:42])[C:28]([F:41])([F:40])[C@:29]([C:32]3[CH:37]=[C:36](Br)[CH:35]=[CH:34][C:33]=3[F:39])([CH3:31])[N:30]=2)([C:16]2[CH:21]=[CH:20][C:19]([O:22][CH3:23])=[CH:18][CH:17]=2)[C:10]2[CH:15]=[CH:14][CH:13]=[CH:12][CH:11]=2)=[CH:5][CH:4]=1.[CH3:44][O:45][C:46]1[CH:52]=[CH:51][CH:50]=[CH:49][C:47]=1[NH2:48], predict the reaction product. The product is: [CH3:1][O:2][C:3]1[CH:8]=[CH:7][C:6]([C:9]([NH:24][C:25]2[O:26][C:27]([CH3:43])([CH3:42])[C:28]([F:41])([F:40])[C@:29]([C:32]3[CH:37]=[C:36]([NH:48][C:47]4[CH:49]=[CH:50][CH:51]=[CH:52][C:46]=4[O:45][CH3:44])[CH:35]=[CH:34][C:33]=3[F:39])([CH3:31])[N:30]=2)([C:16]2[CH:21]=[CH:20][C:19]([O:22][CH3:23])=[CH:18][CH:17]=2)[C:10]2[CH:15]=[CH:14][CH:13]=[CH:12][CH:11]=2)=[CH:5][CH:4]=1. (2) Given the reactants C(O[C:6]([C:8]1[C:9]([OH:24])=[C:10]2[C:22]([CH3:23])=[N:21][S:20][C:11]2=[C:12]([C:14]#[C:15][Si](C)(C)C)[N:13]=1)=[O:7])CCC.[NH2:25][CH2:26][C:27]([OH:29])=[O:28], predict the reaction product. The product is: [C:14]([C:12]1[N:13]=[C:8]([C:6]([NH:25][CH2:26][C:27]([OH:29])=[O:28])=[O:7])[C:9]([OH:24])=[C:10]2[C:22]([CH3:23])=[N:21][S:20][C:11]=12)#[CH:15]. (3) Given the reactants [NH2:1][C:2]1[CH:7]=[C:6]([F:8])[CH:5]=[CH:4][C:3]=1[N:9]1[C:13]([CH3:14])=[CH:12][S:11][C:10]1=[S:15].[CH3:16][I:17], predict the reaction product. The product is: [I-:17].[NH2:1][C:2]1[CH:7]=[C:6]([F:8])[CH:5]=[CH:4][C:3]=1[N+:9]1[C:13]([CH3:14])=[CH:12][S:11][C:10]=1[S:15][CH3:16]. (4) Given the reactants C1CNC(=O)C1.[Br:7][Br-]Br.[NH:10]1[C:18]2[C:13](=[CH:14][CH:15]=[C:16]([C:19](=[O:21])[CH3:20])[CH:17]=2)[CH:12]=[N:11]1.O, predict the reaction product. The product is: [Br:7][CH2:20][C:19]([C:16]1[CH:17]=[C:18]2[C:13]([CH:12]=[N:11][NH:10]2)=[CH:14][CH:15]=1)=[O:21]. (5) Given the reactants [CH3:1][N:2]1[CH2:7][CH2:6][N:5]([CH:8]2[CH2:13][CH2:12][N:11]([CH:14]3[CH2:20][CH2:19][C:18]4[CH:21]=[C:22]([NH2:25])[CH:23]=[CH:24][C:17]=4[CH2:16][CH2:15]3)[CH2:10][CH2:9]2)[CH2:4][CH2:3]1.Cl[C:27]1[N:32]=[C:31]([NH:33][CH:34]2[CH2:39][CH2:38][CH2:37][CH2:36][CH:35]2[NH:40][S:41]([CH3:44])(=[O:43])=[O:42])[C:30]([Cl:45])=[CH:29][N:28]=1, predict the reaction product. The product is: [Cl:45][C:30]1[C:31]([NH:33][C@@H:34]2[CH2:39][CH2:38][CH2:37][CH2:36][C@H:35]2[NH:40][S:41]([CH3:44])(=[O:43])=[O:42])=[N:32][C:27]([NH:25][C:22]2[CH:23]=[CH:24][C:17]3[CH2:16][CH2:15][CH:14]([N:11]4[CH2:12][CH2:13][CH:8]([N:5]5[CH2:4][CH2:3][N:2]([CH3:1])[CH2:7][CH2:6]5)[CH2:9][CH2:10]4)[CH2:20][CH2:19][C:18]=3[CH:21]=2)=[N:28][CH:29]=1. (6) Given the reactants [Cl:1][C:2]1[CH:3]=[C:4]([CH:17]=[CH:18][C:19]=1[Cl:20])[CH2:5][NH:6][C:7]1[CH:8]=[C:9]([CH3:16])[C:10]2[N:11]([CH:13]=[CH:14][N:15]=2)[N:12]=1.[I:21]N1C(=O)CCC1=O, predict the reaction product. The product is: [Cl:1][C:2]1[CH:3]=[C:4]([CH:17]=[CH:18][C:19]=1[Cl:20])[CH2:5][NH:6][C:7]1[CH:8]=[C:9]([CH3:16])[C:10]2[N:11]([C:13]([I:21])=[CH:14][N:15]=2)[N:12]=1. (7) Given the reactants [C:1]([O:5][C:6](=[O:39])[NH:7][CH:8]1[CH2:17][C:16]2[C:11](=[CH:12][CH:13]=[C:14]([Sn](CCCC)(CCCC)CCCC)[CH:15]=2)[N:10]([CH2:31][C:32]2[CH:37]=[CH:36][CH:35]=[CH:34][CH:33]=2)[C:9]1=[O:38])([CH3:4])([CH3:3])[CH3:2].Br[C:41]1[CH:45]=[CH:44][S:43][CH:42]=1, predict the reaction product. The product is: [C:1]([O:5][C:6](=[O:39])[NH:7][CH:8]1[CH2:17][C:16]2[C:11](=[CH:12][CH:13]=[C:14]([C:41]3[CH:45]=[CH:44][S:43][CH:42]=3)[CH:15]=2)[N:10]([CH2:31][C:32]2[CH:33]=[CH:34][CH:35]=[CH:36][CH:37]=2)[C:9]1=[O:38])([CH3:3])([CH3:4])[CH3:2].